This data is from Forward reaction prediction with 1.9M reactions from USPTO patents (1976-2016). The task is: Predict the product of the given reaction. (1) Given the reactants [Cl:1][C:2]1[CH:7]=[CH:6][C:5]([C:8]2[CH:9]([C:20]3[CH:25]=[CH:24][C:23]([I:26])=[CH:22][CH:21]=3)[O:10][C:11]3[C:16]([C:17]=2[CH3:18])=[CH:15][C:14]([OH:19])=[CH:13][CH:12]=3)=[CH:4][C:3]=1[F:27].C1(C)C=CC(S([O-])(=O)=O)=CC=1.[NH+]1C=CC=CC=1.[O:45]1[CH:50]=[CH:49][CH2:48][CH2:47][CH2:46]1, predict the reaction product. The product is: [Cl:1][C:2]1[CH:7]=[CH:6][C:5]([C:8]2[CH:9]([C:20]3[CH:21]=[CH:22][C:23]([I:26])=[CH:24][CH:25]=3)[O:10][C:11]3[C:16]([C:17]=2[CH3:18])=[CH:15][C:14]([O:19][CH:46]2[CH2:47][CH2:48][CH2:49][CH2:50][O:45]2)=[CH:13][CH:12]=3)=[CH:4][C:3]=1[F:27]. (2) Given the reactants [CH2:1]([N:3]1[C:8]2[N:9]=[C:10]([S:14][CH3:15])[N:11]=[C:12]([CH3:13])[C:7]=2[CH:6]=[CH:5][C:4]1=[O:16])[CH3:2].[Br:17]Br, predict the reaction product. The product is: [Br:17][C:5]1[C:4](=[O:16])[N:3]([CH2:1][CH3:2])[C:8]2[N:9]=[C:10]([S:14][CH3:15])[N:11]=[C:12]([CH3:13])[C:7]=2[CH:6]=1.